Dataset: M1 muscarinic receptor antagonist screen with 61,756 compounds. Task: Binary Classification. Given a drug SMILES string, predict its activity (active/inactive) in a high-throughput screening assay against a specified biological target. (1) The molecule is OC(=O)C1C2CC(C1C(=O)NCCCn1ccnc1)C=C2. The result is 0 (inactive). (2) The drug is o1c2c(c(CCC)cc1=O)c(OCC(O)=O)cc(c2)C. The result is 0 (inactive). (3) The compound is S(Cc1cccnc1)c1oc(nn1)c1cc(OC)cc(OC)c1. The result is 0 (inactive). (4) The drug is O=C(NC12CC3(CC(C2)CC(C3)C1)c1ccc(cc1)C)N1CCN(CC1)C. The result is 0 (inactive). (5) The drug is OC(=O)C1CCN(CC1)c1nc(c2c(n1)ccc(c2)C)c1ccccc1. The result is 0 (inactive). (6) The drug is o1c2c(n(Cc3cc(OC)c(OC(C)C)cc3)c1=O)cc(cc2)C. The result is 0 (inactive). (7) The compound is O=C(N)C1c2[nH]c3c(c2CCC1)cc(cc3)C. The result is 0 (inactive). (8) The compound is O=C(Nc1cc(cc(c1)C)C)c1nnn(Cc2c(ccc(c2)C)C)c1N. The result is 0 (inactive). (9) The drug is S(=O)(=O)(N1CC(CCC1)C(=O)NCC1CCN(CC1)Cc1cc(ccc1)C)c1[nH]cnc1. The result is 0 (inactive). (10) The compound is S(Cc1sc(NC)nn1)c1nc(cc(n1)C)C. The result is 0 (inactive).